Dataset: Peptide-MHC class I binding affinity with 185,985 pairs from IEDB/IMGT. Task: Regression. Given a peptide amino acid sequence and an MHC pseudo amino acid sequence, predict their binding affinity value. This is MHC class I binding data. (1) The peptide sequence is EPFSRRHPL. The MHC is HLA-B57:01 with pseudo-sequence HLA-B57:01. The binding affinity (normalized) is 0.0847. (2) The peptide sequence is FLKENGGL. The MHC is HLA-A01:01 with pseudo-sequence HLA-A01:01. The binding affinity (normalized) is 0. (3) The peptide sequence is WLGWGHAWV. The MHC is HLA-B15:01 with pseudo-sequence HLA-B15:01. The binding affinity (normalized) is 0.0847.